Predict the reactants needed to synthesize the given product. From a dataset of Full USPTO retrosynthesis dataset with 1.9M reactions from patents (1976-2016). (1) Given the product [C:37]([CH2:36][CH:35]([OH:41])[CH2:34][CH:33]([OH:42])[CH2:32][CH2:31][C:15]1[N:14]([CH:43]([CH3:45])[CH3:44])[C:13]([C:11]([NH:10][C:7]2[CH:8]=[CH:9][C:4]([C:3]([OH:46])=[O:2])=[CH:5][N:6]=2)=[O:12])=[C:17]([C:18]2[CH:23]=[CH:22][CH:21]=[CH:20][CH:19]=2)[C:16]=1[C:24]1[CH:25]=[CH:26][C:27]([F:30])=[CH:28][CH:29]=1)([OH:39])=[O:38], predict the reactants needed to synthesize it. The reactants are: C[O:2][C:3](=[O:46])[C:4]1[CH:9]=[CH:8][C:7]([NH:10][C:11]([C:13]2[N:14]([CH:43]([CH3:45])[CH3:44])[C:15]([CH2:31][CH2:32][CH:33]([OH:42])[CH2:34][CH:35]([OH:41])[CH2:36][C:37]([O:39]C)=[O:38])=[C:16]([C:24]3[CH:29]=[CH:28][C:27]([F:30])=[CH:26][CH:25]=3)[C:17]=2[C:18]2[CH:23]=[CH:22][CH:21]=[CH:20][CH:19]=2)=[O:12])=[N:6][CH:5]=1.[OH-].[Na+].Cl.CCO. (2) Given the product [Cl:8][C:6]1[CH:7]=[C:2]([N:19]([CH2:18][C:17]2[CH:16]=[CH:15][C:14]([O:13][CH3:12])=[CH:27][CH:26]=2)[C:20]2[CH:25]=[CH:24][CH:23]=[CH:22][CH:21]=2)[C:3]2[N:4]([CH:9]=[CH:10][N:11]=2)[N:5]=1, predict the reactants needed to synthesize it. The reactants are: Br[C:2]1[C:3]2[N:4]([CH:9]=[CH:10][N:11]=2)[N:5]=[C:6]([Cl:8])[CH:7]=1.[CH3:12][O:13][C:14]1[CH:27]=[CH:26][C:17]([CH2:18][NH:19][C:20]2[CH:25]=[CH:24][CH:23]=[CH:22][CH:21]=2)=[CH:16][CH:15]=1.[Li+].C[Si]([N-][Si](C)(C)C)(C)C. (3) Given the product [CH2:1]([NH:4][C:5]([C:7]1[CH:12]=[C:11]([C:13]2[CH:14]=[CH:15][CH:16]=[CH:17][CH:18]=2)[CH:10]=[C:9]([C:19](=[O:21])[CH:39]=[N+:40]=[N-:41])[CH:8]=1)=[O:6])[CH2:2][CH3:3], predict the reactants needed to synthesize it. The reactants are: [CH2:1]([NH:4][C:5]([C:7]1[CH:8]=[C:9]([C:19]([OH:21])=O)[CH:10]=[C:11]([C:13]2[CH:18]=[CH:17][CH:16]=[CH:15][CH:14]=2)[CH:12]=1)=[O:6])[CH2:2][CH3:3].C(Cl)(=O)C(Cl)=O.C(N(CC)CC)C.C[Si]([CH:39]=[N+:40]=[N-:41])(C)C. (4) Given the product [OH:15][CH2:9][CH2:10][O:11][CH2:12][CH2:13][O:5][CH:4]([CH3:6])[CH2:3][CH2:2][C:1]([O:8][CH2:13][CH2:12][O:11][CH2:10][CH2:9][OH:15])=[O:7], predict the reactants needed to synthesize it. The reactants are: [C:1]([OH:8])(=[O:7])[CH2:2][CH2:3][C:4]([CH3:6])=[O:5].[CH2:9]([OH:15])[CH2:10][O:11][CH2:12][CH2:13]O. (5) Given the product [C:20]([O:19][C:18]([NH:17][CH2:16][C:6]1[C:7]([CH2:12][CH:13]([CH3:15])[CH3:14])=[N:8][C:9]2[C:4]([C:5]=1[C:25]1[CH:26]=[CH:27][C:28]([CH3:31])=[CH:29][CH:30]=1)=[CH:3][C:2]([O:1][CH2:32][C:41]1[CH:42]=[C:43]([C:45]([O:47][CH2:48][CH3:49])=[O:46])[O:44][CH:40]=1)=[CH:11][CH:10]=2)=[O:24])([CH3:23])([CH3:21])[CH3:22], predict the reactants needed to synthesize it. The reactants are: [OH:1][C:2]1[CH:3]=[C:4]2[C:9](=[CH:10][CH:11]=1)[N:8]=[C:7]([CH2:12][CH:13]([CH3:15])[CH3:14])[C:6]([CH2:16][NH:17][C:18](=[O:24])[O:19][C:20]([CH3:23])([CH3:22])[CH3:21])=[C:5]2[C:25]1[CH:30]=[CH:29][C:28]([CH3:31])=[CH:27][CH:26]=1.[C:32](=O)([O-])[O-].[K+].[K+].ClC[C:40]1[O:44][C:43]([C:45]([O:47][CH2:48][CH3:49])=[O:46])=[CH:42][CH:41]=1.O. (6) Given the product [CH2:1]([C:5]1[CH:6]=[CH:7][C:8]([NH:9][C:12](=[O:14])[CH3:13])=[CH:10][CH:11]=1)[CH2:2][CH2:3][CH3:4], predict the reactants needed to synthesize it. The reactants are: [CH2:1]([C:5]1[CH:11]=[CH:10][C:8]([NH2:9])=[CH:7][CH:6]=1)[CH2:2][CH2:3][CH3:4].[C:12](OC(=O)C)(=[O:14])[CH3:13]. (7) Given the product [F:28][C:29]([F:43])([F:44])[C:30]1[CH:31]=[C:32]([C:33]2[O:1][N:2]=[C:3]([C:5]3[CH:13]=[CH:12][C:11]4[NH:10][C:9]5[CH:14]([CH2:17][C:18]([OH:20])=[O:19])[CH2:15][CH2:16][C:8]=5[C:7]=4[CH:6]=3)[N:4]=2)[CH:36]=[C:37]([C:39]([F:40])([F:41])[F:42])[CH:38]=1, predict the reactants needed to synthesize it. The reactants are: [OH:1][NH:2][C:3]([C:5]1[CH:13]=[CH:12][C:11]2[NH:10][C:9]3[CH:14]([CH2:17][C:18]([OH:20])=[O:19])[CH2:15][CH2:16][C:8]=3[C:7]=2[CH:6]=1)=[NH:4].C(N(CC)CC)C.[F:28][C:29]([F:44])([F:43])[C:30]1[CH:31]=[C:32]([CH:36]=[C:37]([C:39]([F:42])([F:41])[F:40])[CH:38]=1)[C:33](Cl)=O. (8) The reactants are: Cl.CN(C)CCCN=C=NCC.[CH:13]1[CH:14]=[CH:15][C:16]2N(O)N=N[C:17]=2[CH:18]=1.C(N(CC)CC)C.[NH2:30][CH:31]1[CH2:36][CH2:35][CH2:34][N:33]([C:37]([O:39][C:40]([CH3:43])([CH3:42])[CH3:41])=[O:38])[CH2:32]1.CN([CH:47]=[O:48])C. Given the product [C:47]([NH:30][CH:31]1[CH2:36][CH2:35][CH2:34][N:33]([C:37]([O:39][C:40]([CH3:43])([CH3:42])[CH3:41])=[O:38])[CH2:32]1)(=[O:48])[C:17]1[CH:16]=[CH:15][CH:14]=[CH:13][CH:18]=1, predict the reactants needed to synthesize it. (9) The reactants are: [C:1]([O:14][CH2:15][C:16]1[CH:21]=[CH:20][CH:19]=[CH:18][CH:17]=1)(=[O:13])[CH2:2][C:3]([O:5]CC1C=CC=CC=1)=O.[H-].[Na+].[CH3:24][N:25]1[C:30]2[CH:31]=[C:32]([C:35]([O:37][CH3:38])=[O:36])[CH:33]=[CH:34][C:29]=2[C:28](=O)[O:27]C1=O.Cl. Given the product [OH:27][C:28]1[C:29]2[C:30](=[CH:31][C:32]([C:35]([O:37][CH3:38])=[O:36])=[CH:33][CH:34]=2)[N:25]([CH3:24])[C:3](=[O:5])[C:2]=1[C:1]([O:14][CH2:15][C:16]1[CH:17]=[CH:18][CH:19]=[CH:20][CH:21]=1)=[O:13], predict the reactants needed to synthesize it. (10) The reactants are: [F:1][C:2]1[CH:7]=[CH:6][C:5]([C:8]2[N:9]=[C:10]([C:13]([CH3:20])([CH3:19])[C:14]([O:16]CC)=[O:15])[S:11][CH:12]=2)=[CH:4][CH:3]=1.O.[OH-].[Li+]. Given the product [F:1][C:2]1[CH:3]=[CH:4][C:5]([C:8]2[N:9]=[C:10]([C:13]([CH3:20])([CH3:19])[C:14]([OH:16])=[O:15])[S:11][CH:12]=2)=[CH:6][CH:7]=1, predict the reactants needed to synthesize it.